From a dataset of Forward reaction prediction with 1.9M reactions from USPTO patents (1976-2016). Predict the product of the given reaction. (1) The product is: [F:31][C:2]([F:30])([F:1])[CH2:3][NH:4][C:5]([C:7]1([CH2:20][CH2:21][CH2:22][CH2:23][N:24]2[CH2:25][CH2:26][N:27]([C:32](=[O:35])[CH2:33][CH3:34])[CH2:28][CH2:29]2)[C:8]2[CH:9]=[CH:10][CH:11]=[CH:12][C:13]=2[C:14]2[C:19]1=[CH:18][CH:17]=[CH:16][CH:15]=2)=[O:6]. Given the reactants [F:1][C:2]([F:31])([F:30])[CH2:3][NH:4][C:5]([C:7]1([CH2:20][CH2:21][CH2:22][CH2:23][N:24]2[CH2:29][CH2:28][NH:27][CH2:26][CH2:25]2)[C:19]2[CH:18]=[CH:17][CH:16]=[CH:15][C:14]=2[C:13]2[C:8]1=[CH:9][CH:10]=[CH:11][CH:12]=2)=[O:6].[C:32](Cl)(=[O:35])[CH2:33][CH3:34], predict the reaction product. (2) Given the reactants [C:1]([O:5][C:6]([NH:8][CH:9]1[CH2:14][CH2:13][CH:12]([C:15]([OH:17])=O)[CH2:11][CH2:10]1)=[O:7])([CH3:4])([CH3:3])[CH3:2].[NH2:18][C:19]1[CH:27]=[CH:26][C:22]([C:23]([NH2:25])=[O:24])=[CH:21][CH:20]=1.C(N(CC)CC)C.Cl.C(N=C=NCCCN(C)C)C.O.ON1C2C=CC=CC=2N=N1.C(=O)([O-])O.[Na+], predict the reaction product. The product is: [NH2:25][C:23]([C:22]1[CH:26]=[CH:27][C:19]([NH:18][C:15]([CH:12]2[CH2:11][CH2:10][CH:9]([NH:8][C:6](=[O:7])[O:5][C:1]([CH3:2])([CH3:3])[CH3:4])[CH2:14][CH2:13]2)=[O:17])=[CH:20][CH:21]=1)=[O:24]. (3) Given the reactants [CH2:1]1[C:10]2[C:5](=[CH:6][CH:7]=[CH:8][CH:9]=2)[CH2:4][CH2:3][CH:2]1[C:11]([OH:13])=O.[NH2:14][C:15]1[CH:16]=[CH:17][C:18]([N:23]2[CH2:28][CH2:27][CH:26]([OH:29])[CH2:25][CH2:24]2)=[C:19]([CH:22]=1)[C:20]#[N:21], predict the reaction product. The product is: [C:20]([C:19]1[CH:22]=[C:15]([NH:14][C:11]([CH:2]2[CH2:3][CH2:4][C:5]3[C:10](=[CH:9][CH:8]=[CH:7][CH:6]=3)[CH2:1]2)=[O:13])[CH:16]=[CH:17][C:18]=1[N:23]1[CH2:28][CH2:27][CH:26]([OH:29])[CH2:25][CH2:24]1)#[N:21]. (4) Given the reactants [Cl:1][C:2]1[CH:7]=[C:6]2[NH:8][C:9](=[O:31])[C:10]3([CH:15]([C:16]4[CH:21]=[C:20]([C:22](F)=[O:23])[CH:19]=[C:18]([Cl:25])[CH:17]=4)[CH2:14][C:13](=[O:26])[NH:12][CH:11]3[C:27](=[CH2:30])[CH2:28][CH3:29])[C:5]2=[CH:4][CH:3]=1.[CH3:32][S:33]([N:36]1[CH2:41][CH2:40][NH:39][CH2:38][CH2:37]1)(=[O:35])=[O:34].CN1CCOCC1, predict the reaction product. The product is: [Cl:1][C:2]1[CH:7]=[C:6]2[NH:8][C:9](=[O:31])[C:10]3([CH:15]([C:16]4[CH:21]=[C:20]([C:22]([N:39]5[CH2:40][CH2:41][N:36]([S:33]([CH3:32])(=[O:35])=[O:34])[CH2:37][CH2:38]5)=[O:23])[CH:19]=[C:18]([Cl:25])[CH:17]=4)[CH2:14][C:13](=[O:26])[NH:12][CH:11]3[C:27](=[CH2:30])[CH2:28][CH3:29])[C:5]2=[CH:4][CH:3]=1.